From a dataset of CYP2D6 inhibition data for predicting drug metabolism from PubChem BioAssay. Regression/Classification. Given a drug SMILES string, predict its absorption, distribution, metabolism, or excretion properties. Task type varies by dataset: regression for continuous measurements (e.g., permeability, clearance, half-life) or binary classification for categorical outcomes (e.g., BBB penetration, CYP inhibition). Dataset: cyp2d6_veith. The drug is CCCS(=O)(=O)N1CCC(C(=O)N2CCN(Cc3ccccc3)CC2)CC1. The result is 0 (non-inhibitor).